From a dataset of Forward reaction prediction with 1.9M reactions from USPTO patents (1976-2016). Predict the product of the given reaction. (1) Given the reactants [CH3:1][NH:2][C:3]1[N:8]=[C:7]([CH2:9][CH2:10][OH:11])[CH:6]=[CH:5][CH:4]=1.[CH2:12]([O:14][C:15](=[O:31])[CH2:16][CH:17]([N:21]1[C:29]2[C:24](=[CH:25][C:26](O)=[CH:27][CH:28]=2)[CH:23]=[CH:22]1)[CH2:18][CH2:19][CH3:20])[CH3:13], predict the reaction product. The product is: [CH2:12]([O:14][C:15](=[O:31])[CH2:16][CH:17]([N:21]1[C:29]2[C:24](=[CH:25][C:26]([O:11][CH2:10][CH2:9][C:7]3[CH:6]=[CH:5][CH:4]=[C:3]([NH:2][CH3:1])[N:8]=3)=[CH:27][CH:28]=2)[CH:23]=[CH:22]1)[CH2:18][CH2:19][CH3:20])[CH3:13]. (2) The product is: [Cl:9][C:6]1[C:7]([F:8])=[C:2]([C:38]2[CH2:43][CH2:42][N:41]([C:44]([O:46][C:47]([CH3:50])([CH3:49])[CH3:48])=[O:45])[CH2:40][CH:39]=2)[C:3]([O:28][CH3:29])=[C:4]([CH:10]([NH:12][C:13]2[N:21]=[CH:20][N:19]=[C:18]3[C:14]=2[N:15]=[CH:16][NH:17]3)[CH3:11])[CH:5]=1. Given the reactants Br[C:2]1[C:3]([O:28][CH3:29])=[C:4]([CH:10]([NH:12][C:13]2[N:21]=[CH:20][N:19]=[C:18]3[C:14]=2[N:15]=[CH:16][N:17]3C2CCCCO2)[CH3:11])[CH:5]=[C:6]([Cl:9])[C:7]=1[F:8].CC1(C)C(C)(C)OB([C:38]2[CH2:39][CH2:40][N:41]([C:44]([O:46][C:47]([CH3:50])([CH3:49])[CH3:48])=[O:45])[CH2:42][CH:43]=2)O1.C(=O)([O-])[O-].[Na+].[Na+], predict the reaction product. (3) The product is: [F:10][C:9]1[CH:8]=[CH:7][CH:6]=[C:3]2[C:2]=1[NH:13][N:12]=[C:4]2[NH2:5]. Given the reactants F[C:2]1[C:9]([F:10])=[CH:8][CH:7]=[CH:6][C:3]=1[C:4]#[N:5].O.[NH2:12][NH2:13].C(OC(C)C)(C)C, predict the reaction product. (4) Given the reactants [Si](O[C@H]1CC[C@H]([CH:15]([C:17]2[CH:18]=[CH:19][N:20]3[C:25]=2[C:24]([Cl:26])=[N:23][CH:22]=[N:21]3)[OH:16])CC1)(C(C)(C)C)(C)C.ClC1C=C(N)C=CC=1F.C([O-])(O)=O.[Na+], predict the reaction product. The product is: [Cl:26][C:24]1[C:25]2=[C:17]([CH:15]=[O:16])[CH:18]=[CH:19][N:20]2[N:21]=[CH:22][N:23]=1. (5) Given the reactants C(SC[C@H:10]1[NH:15][CH2:14][C@H:13]([O:16][CH:17]([C:28]2[CH:29]=[CH:30][C:31]3[O:36][CH2:35][C:34](=[O:37])[N:33]([CH2:38][CH2:39][CH2:40][O:41][CH3:42])[C:32]=3[CH:43]=2)[S:18]([C:21]2[CH:26]=[CH:25][C:24]([CH3:27])=[CH:23][CH:22]=2)(=[O:20])=[O:19])[C@@H:12]([C:44]2[CH:49]=[CH:48][C:47]([O:50][CH3:51])=[CH:46][CH:45]=2)[CH2:11]1)C1C=CC=CC=1.Cl[C:53]1[CH:54]=[C:55]([CH:60]=[CH:61][CH:62]=1)C(OO)=O, predict the reaction product. The product is: [CH3:51][O:50][C:47]1[CH:46]=[CH:45][C:44]([C@H:12]2[CH2:11][C@@H:10]([C:62]3[CH:61]=[CH:60][CH:55]=[CH:54][CH:53]=3)[NH:15][CH2:14][C@@H:13]2[O:16][C:17]([CH2:17][S:18]([CH3:21])(=[O:20])=[O:19])([C:28]2[CH:29]=[CH:30][C:31]3[O:36][CH2:35][C:34](=[O:37])[N:33]([CH2:38][CH2:39][CH2:40][O:41][CH3:42])[C:32]=3[CH:43]=2)[S:18]([C:21]2[CH:22]=[CH:23][C:24]([CH3:27])=[CH:25][CH:26]=2)(=[O:20])=[O:19])=[CH:49][CH:48]=1. (6) Given the reactants [CH2:1]([O:3][C:4](=[O:25])[C:5]([O:8][C:9]1[CH:14]=[CH:13][C:12]([O:15]CC2C=CC=CC=2)=[CH:11][C:10]=1[CH:23]=O)([CH3:7])[CH3:6])[CH3:2].[H][H], predict the reaction product. The product is: [CH2:1]([O:3][C:4](=[O:25])[C:5]([O:8][C:9]1[CH:14]=[CH:13][C:12]([OH:15])=[CH:11][C:10]=1[CH3:23])([CH3:6])[CH3:7])[CH3:2]. (7) Given the reactants [Cl:1][C:2]1[CH:12]=[CH:11][C:5]([C:6](=[NH:10])[NH:7][NH:8][CH3:9])=[CH:4][N:3]=1.[CH:13](O)=O, predict the reaction product. The product is: [Cl:1][C:2]1[CH:12]=[CH:11][C:5]([C:6]2[N:10]=[CH:9][N:8]([CH3:13])[N:7]=2)=[CH:4][N:3]=1.